This data is from Catalyst prediction with 721,799 reactions and 888 catalyst types from USPTO. The task is: Predict which catalyst facilitates the given reaction. (1) Reactant: [NH2:1][C:2]1[C:3]([C:9]([C:11]2[CH:12]=[N:13][CH:14]=[CH:15][CH:16]=2)=[O:10])=[N:4][CH:5]=[C:6]([Cl:8])[CH:7]=1.[Cl:17][C:18]1[CH:23]=[CH:22][C:21]([S:24](Cl)(=[O:26])=[O:25])=[CH:20][C:19]=1[C:28]([F:31])([F:30])[F:29]. Product: [Cl:17][C:18]1[CH:23]=[CH:22][C:21]([S:24]([NH:1][C:2]2[C:3]([C:9]([C:11]3[CH:12]=[N:13][CH:14]=[CH:15][CH:16]=3)=[O:10])=[N:4][CH:5]=[C:6]([Cl:8])[CH:7]=2)(=[O:25])=[O:26])=[CH:20][C:19]=1[C:28]([F:31])([F:29])[F:30]. The catalyst class is: 377. (2) Reactant: [Br:1][C:2]1[CH:3]=[C:4]([OH:8])[CH:5]=[CH:6][CH:7]=1.C(=O)([O-])[O-].Br[CH2:14][CH2:15][CH2:16][C:17]([O:19][CH2:20][CH3:21])=[O:18]. Product: [Br:1][C:2]1[CH:3]=[C:4]([CH:5]=[CH:6][CH:7]=1)[O:8][CH2:14][CH2:15][CH2:16][C:17]([O:19][CH2:20][CH3:21])=[O:18]. The catalyst class is: 869. (3) Reactant: C(OC(=O)C[S:6]C)C.[NH2:9][C:10]1[CH:30]=[CH:29][C:13]([CH2:14][N:15]2[N:20]=[C:19]([C:21]3[CH:26]=[CH:25][C:24]([Cl:27])=[CH:23][CH:22]=3)[CH2:18][O:17][C:16]2=[O:28])=[CH:12][CH:11]=1.[C:31]([O:35]Cl)(C)(C)C.C(N([CH2:42][CH3:43])CC)C.Cl. Product: [Cl:27][C:24]1[CH:25]=[CH:26][C:21]([C:19]2[CH2:18][O:17][C:16](=[O:28])[N:15]([CH2:14][C:13]3[CH:29]=[C:30]4[C:10](=[CH:11][CH:12]=3)[N:9]([SH:6])[C:31](=[O:35])[CH:42]4[CH3:43])[N:20]=2)=[CH:22][CH:23]=1. The catalyst class is: 1.